Task: Predict the product of the given reaction.. Dataset: Forward reaction prediction with 1.9M reactions from USPTO patents (1976-2016) (1) Given the reactants [Br:1]N1C(=O)CCC1=O.[Cl:9][C:10]1[C:11]2[CH:18]=[CH:17][N:16]([Si:19]([CH:26]([CH3:28])[CH3:27])([CH:23]([CH3:25])[CH3:24])[CH:20]([CH3:22])[CH3:21])[C:12]=2[N:13]=[CH:14][N:15]=1, predict the reaction product. The product is: [Br:1][C:18]1[C:11]2[C:10]([Cl:9])=[N:15][CH:14]=[N:13][C:12]=2[N:16]([Si:19]([CH:23]([CH3:25])[CH3:24])([CH:26]([CH3:28])[CH3:27])[CH:20]([CH3:21])[CH3:22])[CH:17]=1. (2) Given the reactants [CH2:1]([O:5][CH:6]([C:8]1[CH:9]=[CH:10][C:11]([N:14]2[CH:18]=[CH:17][C:16]([CH:19]([C:21]3[CH:38]=[CH:37][C:24]4[N:25]([CH2:29][O:30][CH2:31][CH2:32][Si:33]([CH3:36])([CH3:35])[CH3:34])[C:26](=[O:28])[S:27][C:23]=4[CH:22]=3)[CH3:20])=[N:15]2)=[N:12][CH:13]=1)[CH3:7])[C:2]([CH3:4])=[O:3].FC1C=CC(C2CCC(COC3CCCCO3)O2)=CN=1.[BH4-].[Li+], predict the reaction product. The product is: [OH:3][CH:2]([CH3:4])[CH2:1][O:5][CH:6]([C:8]1[CH:9]=[CH:10][C:11]([N:14]2[CH:18]=[CH:17][C:16]([CH:19]([C:21]3[CH:38]=[CH:37][C:24]4[N:25]([CH2:29][O:30][CH2:31][CH2:32][Si:33]([CH3:34])([CH3:36])[CH3:35])[C:26](=[O:28])[S:27][C:23]=4[CH:22]=3)[CH3:20])=[N:15]2)=[N:12][CH:13]=1)[CH3:7]. (3) Given the reactants Br[C:2]1[CH:14]=[CH:13][C:5]2[C:6]([C:9]([O:11][CH3:12])=[O:10])=[N:7][S:8][C:4]=2[CH:3]=1.C(=O)([O-])[O-].[Cs+].[Cs+].C1(P(C2CCCCC2)C2C=CC=CC=2C2C(C(C)C)=CC(C(C)C)=CC=2C(C)C)CCCCC1.[CH:55]12[NH:62][CH:59]([CH2:60][CH2:61]1)[CH2:58][CH:57]([O:63][CH2:64][C:65]1[C:66]([C:73]3[CH:78]=[CH:77][CH:76]=[CH:75][C:74]=3[O:79][C:80]([F:83])([F:82])[F:81])=[N:67][O:68][C:69]=1[CH:70]1[CH2:72][CH2:71]1)[CH2:56]2, predict the reaction product. The product is: [CH:70]1([C:69]2[O:68][N:67]=[C:66]([C:73]3[CH:78]=[CH:77][CH:76]=[CH:75][C:74]=3[O:79][C:80]([F:81])([F:82])[F:83])[C:65]=2[CH2:64][O:63][CH:57]2[CH2:56][CH:55]3[N:62]([C:2]4[CH:14]=[CH:13][C:5]5[C:6]([C:9]([O:11][CH3:12])=[O:10])=[N:7][S:8][C:4]=5[CH:3]=4)[CH:59]([CH2:60][CH2:61]3)[CH2:58]2)[CH2:71][CH2:72]1. (4) Given the reactants O[CH2:2][CH:3]1[CH2:8][CH2:7][CH2:6][N:5]([C:9]2[CH:14]=[CH:13][CH:12]=[CH:11][C:10]=2[CH2:15][CH:16]([CH2:22][CH2:23][CH3:24])[C:17]([O:19][CH2:20][CH3:21])=[O:18])[CH2:4]1.[C:25]1(=[O:35])[NH:29][C:28](=[O:30])[C:27]2=[CH:31][CH:32]=[CH:33][CH:34]=[C:26]12, predict the reaction product. The product is: [CH2:20]([O:19][C:17]([CH:16]([CH2:22][CH2:23][CH3:24])[CH2:15][C:10]1[CH:11]=[CH:12][CH:13]=[CH:14][C:9]=1[N:5]1[CH2:6][CH2:7][CH2:8][CH:3]([CH2:2][N:29]2[C:28](=[O:30])[C:27]3=[CH:31][CH:32]=[CH:33][CH:34]=[C:26]3[C:25]2=[O:35])[CH2:4]1)=[O:18])[CH3:21]. (5) The product is: [Br:6][C:7]1[N:8]=[CH:9][C:10]([CH:18]([C:17]2[C:20]([F:25])=[CH:21][CH:22]=[C:23]([F:24])[C:16]=2[F:15])[OH:19])=[C:11]([CH3:13])[CH:12]=1. Given the reactants C([Li])CCC.[Br:6][C:7]1[CH:12]=[C:11]([CH3:13])[C:10](Br)=[CH:9][N:8]=1.[F:15][C:16]1[C:23]([F:24])=[CH:22][CH:21]=[C:20]([F:25])[C:17]=1[CH:18]=[O:19].[Cl-].[NH4+], predict the reaction product. (6) Given the reactants [CH2:1]([O:13][C:14]1[CH:21]=[CH:20][C:17]([CH:18]=O)=[CH:16][CH:15]=1)[CH2:2][CH2:3][CH2:4][CH2:5][CH2:6][CH2:7][CH2:8][CH2:9][CH2:10][CH2:11][CH3:12].C([O-])(=O)C.[NH4+].[N+:27]([CH3:30])([O-:29])=[O:28], predict the reaction product. The product is: [N+:27]([CH:30]=[CH:18][C:17]1[CH:20]=[CH:21][C:14]([O:13][CH2:1][CH2:2][CH2:3][CH2:4][CH2:5][CH2:6][CH2:7][CH2:8][CH2:9][CH2:10][CH2:11][CH3:12])=[CH:15][CH:16]=1)([O-:29])=[O:28].